Dataset: Reaction yield outcomes from USPTO patents with 853,638 reactions. Task: Predict the reaction yield, written as a fraction of the theoretical maximum amount of product (1.0 means a 100% yield; for example, 0.34 means a 34% yield). The reactants are O=C1N(CC(F)(F)F)N=C(C=O)CC1.[OH:15][CH2:16][C:17]1[CH2:18][CH2:19][C:20](=[O:30])[N:21]([CH2:23][CH2:24][CH2:25][C:26]([F:29])([F:28])[F:27])[N:22]=1.C(Cl)(=O)C(Cl)=O.CS(C)=O.C(N(CC)CC)C. No catalyst specified. The product is [O:30]=[C:20]1[N:21]([CH2:23][CH2:24][CH2:25][C:26]([F:29])([F:28])[F:27])[N:22]=[C:17]([CH:16]=[O:15])[CH2:18][CH2:19]1. The yield is 0.650.